This data is from Full USPTO retrosynthesis dataset with 1.9M reactions from patents (1976-2016). The task is: Predict the reactants needed to synthesize the given product. (1) Given the product [CH:10]1([C:29]2[C:30]([O:43][CH2:44][C:45]34[CH2:46][CH:47]5[CH2:53][CH:51]([CH2:50][CH:49]([C:48]5([F:55])[F:56])[CH2:54]3)[CH2:52]4)=[CH:31][C:32]([F:42])=[C:33]([CH:41]=2)[C:34]([NH:36][S:37]([CH3:40])(=[O:38])=[O:39])=[O:35])[CH2:1][CH2:2]1, predict the reactants needed to synthesize it. The reactants are: [CH:1]12[CH2:10]C3CC(CC(C3)[CH:2]1OCC1C(Cl)=CC(C(NS(C)(=O)=O)=O)=C(F)C=1)C2.Cl[C:29]1[C:30]([O:43][CH2:44][C:45]23[CH2:54][CH:49]4[CH2:50][CH:51]([CH2:53][CH:47]([C:48]4([F:56])[F:55])[CH2:46]2)[CH2:52]3)=[CH:31][C:32]([F:42])=[C:33]([CH:41]=1)[C:34]([NH:36][S:37]([CH3:40])(=[O:39])=[O:38])=[O:35]. (2) Given the product [C:20]([O:19][C:17]([N:14]1[CH2:13][CH2:12][N:11]([C:9]2[N:8]=[C:7]([C:24]3[CH:29]=[CH:28][N:27]=[C:26]([F:30])[CH:25]=3)[CH:6]=[C:5]([C:3](=[O:4])[NH2:31])[CH:10]=2)[CH2:16][CH2:15]1)=[O:18])([CH3:23])([CH3:21])[CH3:22], predict the reactants needed to synthesize it. The reactants are: CO[C:3]([C:5]1[CH:10]=[C:9]([N:11]2[CH2:16][CH2:15][N:14]([C:17]([O:19][C:20]([CH3:23])([CH3:22])[CH3:21])=[O:18])[CH2:13][CH2:12]2)[N:8]=[C:7]([C:24]2[CH:29]=[CH:28][N:27]=[C:26]([F:30])[CH:25]=2)[CH:6]=1)=[O:4].[NH3:31].CO. (3) Given the product [CH3:12][C:13]1[CH:18]=[C:17]([C:19]2[CH:27]=[CH:26][C:22]([C:23]([NH:1][C:2]3[CH:11]=[C:10]4[C:5]([CH:6]=[CH:7][CH:8]=[N:9]4)=[CH:4][CH:3]=3)=[O:24])=[CH:21][CH:20]=2)[CH:16]=[CH:15][N:14]=1, predict the reactants needed to synthesize it. The reactants are: [NH2:1][C:2]1[CH:11]=[C:10]2[C:5]([CH:6]=[CH:7][CH:8]=[N:9]2)=[CH:4][CH:3]=1.[CH3:12][C:13]1[CH:18]=[C:17]([C:19]2[CH:27]=[CH:26][C:22]([C:23](O)=[O:24])=[CH:21][CH:20]=2)[CH:16]=[CH:15][N:14]=1.Cl.CN(C)CCCN=C=NCC. (4) Given the product [CH:1]1([CH2:6][CH:7]([C:11]2[CH:16]=[CH:15][C:14]([Cl:17])=[C:13]([Cl:18])[CH:12]=2)[C:8]([NH:46][C:47]2[S:48][CH:49]=[CH:50][N:51]=2)=[O:10])[CH2:2][CH2:3][CH2:4][CH2:5]1, predict the reactants needed to synthesize it. The reactants are: [CH:1]1([CH2:6][CH:7]([C:11]2[CH:16]=[CH:15][C:14]([Cl:17])=[C:13]([Cl:18])[CH:12]=2)[C:8]([OH:10])=O)[CH2:5][CH2:4][CH2:3][CH2:2]1.F[P-](F)(F)(F)(F)F.N1(O[P+](N(C)C)(N(C)C)N(C)C)C2C=CC=CC=2N=N1.[NH2:46][C:47]1[S:48][CH:49]=[CH:50][N:51]=1.C(N(CC)CC)C. (5) Given the product [CH2:1]([N:8]1[CH2:9][C:10]2[C:15](=[C:14]([CH3:18])[CH:13]=[CH:12][CH:11]=2)[C:16]1=[O:17])[C:2]1[CH:3]=[CH:4][CH:5]=[CH:6][CH:7]=1, predict the reactants needed to synthesize it. The reactants are: [CH2:1]([N:8]1[C:16](=[O:17])[C:15]2[C:10](=[CH:11][CH:12]=[CH:13][C:14]=2[CH3:18])[C:9]1=O)[C:2]1[CH:7]=[CH:6][CH:5]=[CH:4][CH:3]=1.[Sn].Cl.C(OCC)(=O)C. (6) Given the product [C:1]([O:5][C:6](=[O:24])[NH:7][C@@H:8]([CH2:12][NH2:13])[CH2:9][CH2:10][CH3:11])([CH3:2])([CH3:3])[CH3:4], predict the reactants needed to synthesize it. The reactants are: [C:1]([O:5][C:6](=[O:24])[NH:7][C@@H:8]([CH2:12][N:13]1C(=O)C2C(=CC=CC=2)C1=O)[CH2:9][CH2:10][CH3:11])([CH3:4])([CH3:3])[CH3:2].O.NN.